From a dataset of Catalyst prediction with 721,799 reactions and 888 catalyst types from USPTO. Predict which catalyst facilitates the given reaction. (1) Reactant: FC1C=C([NH:28][C:29]([NH:31][C:32](=[O:40])[CH2:33][C:34]2[CH:39]=[CH:38][CH:37]=[CH:36][CH:35]=2)=[S:30])C=CC=1OC1C2C(=CC(OC)=C(C(OC(C)(C)C)=O)C=2)N=CC=1.N[C:42]1[CH:63]=[CH:62][C:45]([O:46][C:47]2[C:56]3[C:51](=[CH:52][C:53]([O:60][CH3:61])=[C:54]([C:57]([OH:59])=[O:58])[CH:55]=3)[N:50]=[CH:49][CH:48]=2)=[C:44]([F:64])[CH:43]=1.[F:65]C(C1C=CC=CC=1)C(SN=C=O)=O.CN(C)C(=O)C. The catalyst class is: 548. Product: [F:65][C:35]1[CH:36]=[CH:37][CH:38]=[CH:39][C:34]=1[CH2:33][C:32]([NH:31][C:29](=[S:30])[NH:28][C:43]1[C:44]([F:64])=[C:45]([CH:62]=[CH:63][CH:42]=1)[O:46][C:47]1[C:56]2[C:51](=[CH:52][C:53]([O:60][CH3:61])=[C:54]([C:57]([OH:59])=[O:58])[CH:55]=2)[N:50]=[CH:49][CH:48]=1)=[O:40]. (2) Reactant: CC(OI1(OC(C)=O)(OC(C)=O)OC(=O)C2C=CC=CC1=2)=O.[Cl:23][C:24]1[CH:25]=[C:26]([CH:31]2[O:37][CH2:36][CH2:35][N:34]([C:38]([O:40][C:41]([CH3:44])([CH3:43])[CH3:42])=[O:39])[CH2:33][CH:32]2[OH:45])[CH:27]=[CH:28][C:29]=1[Cl:30].C(=O)([O-])O.[Na+].S([O-])([O-])=O.[Na+].[Na+]. Product: [Cl:23][C:24]1[CH:25]=[C:26]([CH:31]2[O:37][CH2:36][CH2:35][N:34]([C:38]([O:40][C:41]([CH3:43])([CH3:42])[CH3:44])=[O:39])[CH2:33][C:32]2=[O:45])[CH:27]=[CH:28][C:29]=1[Cl:30]. The catalyst class is: 10. (3) Reactant: [C:1]([O:5][C:6]([N:8]1[CH2:12][CH2:11][CH2:10][CH:9]1[CH2:13][C:14](=[O:17])[CH:15]=[CH2:16])=[O:7])([CH3:4])([CH3:3])[CH3:2].CC1C=CC(S)=CC=1.Cl[C:27]1[CH:32]=[CH:31][CH:30]=[C:29]([C:33](OO)=O)[CH:28]=1.[S:37]([O-])([O-:40])(=[O:39])=S.[Na+].[Na+].C(=O)([O-])O.[Na+]. Product: [C:1]([O:5][C:6]([N:8]1[CH2:12][CH2:11][CH2:10][CH:9]1[CH2:13][C:14](=[O:17])[CH2:15][CH2:16][S:37]([C:32]1[CH:31]=[CH:30][C:29]([CH3:33])=[CH:28][CH:27]=1)(=[O:40])=[O:39])=[O:7])([CH3:4])([CH3:3])[CH3:2]. The catalyst class is: 7. (4) Reactant: [CH2:1](O)[C:2]1[CH:10]=[CH:9][C:8]2[O:7][CH2:6][O:5][C:4]=2[CH:3]=1.O=S(Cl)[Cl:14]. Product: [Cl:14][CH2:1][C:2]1[CH:10]=[CH:9][C:8]2[O:7][CH2:6][O:5][C:4]=2[CH:3]=1. The catalyst class is: 48. (5) Reactant: [C:1](OC(=O)C)(=[O:3])[CH3:2].[CH3:8][NH:9][C:10]1[CH:22]=[CH:21][C:13]([C:14]([O:16][C:17]([CH3:20])([CH3:19])[CH3:18])=[O:15])=[CH:12][CH:11]=1.O.C(=O)([O-])O.[Na+]. Product: [C:1]([CH2:8][NH:9][C:10]1[CH:22]=[CH:21][C:13]([C:14]([O:16][C:17]([CH3:19])([CH3:18])[CH3:20])=[O:15])=[CH:12][CH:11]=1)(=[O:3])[CH3:2]. The catalyst class is: 11. (6) Reactant: [CH:1]1([C:4]2[N:9]=[C:8]([Cl:10])[C:7]([N+:11]([O-:13])=[O:12])=[C:6](Cl)[CH:5]=2)[CH2:3][CH2:2]1.C(N(CC)CC)C.[CH2:22]([NH2:29])[C:23]1[CH:28]=[CH:27][CH:26]=[CH:25][CH:24]=1. Product: [CH2:22]([NH:29][C:6]1[CH:5]=[C:4]([CH:1]2[CH2:3][CH2:2]2)[N:9]=[C:8]([Cl:10])[C:7]=1[N+:11]([O-:13])=[O:12])[C:23]1[CH:28]=[CH:27][CH:26]=[CH:25][CH:24]=1. The catalyst class is: 1. (7) Reactant: [C:1]([CH:3]([CH:7]1[C:11]([Cl:12])=[C:10](Cl)C(=O)O1)[C:4]([NH2:6])=[O:5])#[N:2].Cl.[C:16]1([C:22]2([NH2:25])[CH2:24][CH2:23]2)[CH:21]=[CH:20][CH:19]=[CH:18][CH:17]=1.C(N(CC)CC)C. Product: [Cl:12][C:11]1[CH:7]=[C:3]([C:4]([NH2:6])=[O:5])[C:1](=[NH:2])[N:25]([C:22]2([C:16]3[CH:21]=[CH:20][CH:19]=[CH:18][CH:17]=3)[CH2:24][CH2:23]2)[CH:10]=1. The catalyst class is: 5.